From a dataset of NCI-60 drug combinations with 297,098 pairs across 59 cell lines. Regression. Given two drug SMILES strings and cell line genomic features, predict the synergy score measuring deviation from expected non-interaction effect. (1) Drug 1: CC(CN1CC(=O)NC(=O)C1)N2CC(=O)NC(=O)C2. Drug 2: C1=CN(C(=O)N=C1N)C2C(C(C(O2)CO)O)O.Cl. Cell line: HOP-92. Synergy scores: CSS=40.2, Synergy_ZIP=-7.35, Synergy_Bliss=-3.34, Synergy_Loewe=-0.453, Synergy_HSA=1.34. (2) Drug 1: CN1C(=O)N2C=NC(=C2N=N1)C(=O)N. Drug 2: CCC1(C2=C(COC1=O)C(=O)N3CC4=CC5=C(C=CC(=C5CN(C)C)O)N=C4C3=C2)O.Cl. Cell line: OVCAR-5. Synergy scores: CSS=37.7, Synergy_ZIP=-1.40, Synergy_Bliss=-0.507, Synergy_Loewe=-66.2, Synergy_HSA=-0.276. (3) Drug 1: CC1=C2C(C(=O)C3(C(CC4C(C3C(C(C2(C)C)(CC1OC(=O)C(C(C5=CC=CC=C5)NC(=O)OC(C)(C)C)O)O)OC(=O)C6=CC=CC=C6)(CO4)OC(=O)C)OC)C)OC. Drug 2: C1CCN(CC1)CCOC2=CC=C(C=C2)C(=O)C3=C(SC4=C3C=CC(=C4)O)C5=CC=C(C=C5)O. Cell line: UACC-257. Synergy scores: CSS=23.4, Synergy_ZIP=6.34, Synergy_Bliss=8.33, Synergy_Loewe=-7.58, Synergy_HSA=6.75. (4) Drug 1: CCC1(CC2CC(C3=C(CCN(C2)C1)C4=CC=CC=C4N3)(C5=C(C=C6C(=C5)C78CCN9C7C(C=CC9)(C(C(C8N6C)(C(=O)OC)O)OC(=O)C)CC)OC)C(=O)OC)O.OS(=O)(=O)O. Drug 2: N.N.Cl[Pt+2]Cl. Cell line: OVCAR-8. Synergy scores: CSS=16.9, Synergy_ZIP=-8.26, Synergy_Bliss=0.316, Synergy_Loewe=-0.894, Synergy_HSA=-0.752. (5) Drug 1: CC12CCC3C(C1CCC2=O)CC(=C)C4=CC(=O)C=CC34C. Drug 2: C1CCC(CC1)NC(=O)N(CCCl)N=O. Cell line: SF-268. Synergy scores: CSS=37.9, Synergy_ZIP=-0.120, Synergy_Bliss=1.48, Synergy_Loewe=-7.91, Synergy_HSA=3.26.